The task is: Predict the reactants needed to synthesize the given product.. This data is from Full USPTO retrosynthesis dataset with 1.9M reactions from patents (1976-2016). (1) Given the product [Br:41][C:42]1[CH:43]=[N:44][C:45]([O:1][CH2:2][CH2:3][O:4][C:5]2[C:9]([C:10]3[CH:15]=[CH:14][C:13]([CH3:16])=[CH:12][CH:11]=3)=[C:8]([NH:17][S:18]([C:21]3[CH:22]=[CH:23][C:24]([C:27]([CH2:30][CH3:31])([CH3:28])[CH3:29])=[CH:25][CH:26]=3)(=[O:19])=[O:20])[N:7]([CH3:32])[N:6]=2)=[N:46][CH:47]=1, predict the reactants needed to synthesize it. The reactants are: [OH:1][CH2:2][CH2:3][O:4][C:5]1[C:9]([C:10]2[CH:15]=[CH:14][C:13]([CH3:16])=[CH:12][CH:11]=2)=[C:8]([NH:17][S:18]([C:21]2[CH:26]=[CH:25][C:24]([C:27]([CH2:30][CH3:31])([CH3:29])[CH3:28])=[CH:23][CH:22]=2)(=[O:20])=[O:19])[N:7]([CH3:32])[N:6]=1.[H-].[Na+].CC(N(C)C)=O.[Br:41][C:42]1[CH:43]=[N:44][C:45](Cl)=[N:46][CH:47]=1. (2) Given the product [Cl:28][C:25]1[CH:26]=[CH:27][C:22]([N:16]2[CH2:15][CH2:14][N:13]([C:8]3[C:9]([CH3:12])=[C:10]([CH3:11])[C:4]4[O:3][C:2]([CH3:20])([CH3:1])[CH2:6][C:5]=4[C:7]=3[CH3:19])[CH2:18][CH2:17]2)=[CH:23][CH:24]=1, predict the reactants needed to synthesize it. The reactants are: [CH3:1][C:2]1([CH3:20])[CH2:6][C:5]2[C:7]([CH3:19])=[C:8]([N:13]3[CH2:18][CH2:17][NH:16][CH2:15][CH2:14]3)[C:9]([CH3:12])=[C:10]([CH3:11])[C:4]=2[O:3]1.Br[C:22]1[CH:27]=[CH:26][C:25]([Cl:28])=[CH:24][CH:23]=1. (3) Given the product [C:22]([N:3]1[C:4]2[C:9](=[CH:8][CH:7]=[CH:6][CH:5]=2)[CH2:10][C@H:2]1[C:12]([NH2:14])=[O:13])(=[O:24])[CH3:23], predict the reactants needed to synthesize it. The reactants are: O[C:2]1([C:12]([NH2:14])=[O:13])[CH:10](O)[C:9]2[C:4](=[CH:5][CH:6]=[CH:7][CH:8]=2)[NH:3]1.C(N(CC)CC)C.[C:22](Cl)(=[O:24])[CH3:23]. (4) Given the product [C:33]([C:27]1[CH:28]=[C:29]([CH:30]([CH3:32])[CH3:31])[C:23]2[O:22][C:21]([C:18]3[CH:19]=[CH:20][C:15]([C:14]([NH:13][CH2:12][C:11]4[CH:36]=[CH:37][C:8]([N:48]5[CH2:49][CH2:50][CH:46]([C:43]6[CH:44]=[CH:45][C:40]([C:39]([F:38])([F:51])[F:52])=[CH:41][CH:42]=6)[CH2:47]5)=[CH:9][CH:10]=4)=[O:35])=[CH:16][CH:17]=3)=[N:25][C:24]=2[CH:26]=1)#[N:34], predict the reactants needed to synthesize it. The reactants are: CC(C)([O-])C.[Na+].Br[C:8]1[CH:37]=[CH:36][C:11]([CH2:12][NH:13][C:14](=[O:35])[C:15]2[CH:20]=[CH:19][C:18]([C:21]3[O:22][C:23]4[C:29]([CH:30]([CH3:32])[CH3:31])=[CH:28][C:27]([C:33]#[N:34])=[CH:26][C:24]=4[N:25]=3)=[CH:17][CH:16]=2)=[CH:10][CH:9]=1.[F:38][C:39]([F:52])([F:51])[C:40]1[CH:45]=[CH:44][C:43]([CH:46]2[CH2:50][CH2:49][NH:48][CH2:47]2)=[CH:42][CH:41]=1.CC(C)=O. (5) Given the product [OH:7][CH2:6][CH2:5][N+:2]([CH3:4])([CH3:3])[CH3:1].[C:14]([O-:16])(=[O:15])[C:12]1[C:11](=[CH:10][CH:9]=[CH:8][CH:13]=1)[OH:17], predict the reactants needed to synthesize it. The reactants are: [CH3:1][N+:2]([CH2:5][CH2:6][OH:7])([CH3:4])[CH3:3].[CH:8]1[CH:13]=[C:12]([C:14]([OH:16])=[O:15])[C:11]([OH:17])=[CH:10][CH:9]=1.C1C=C(C(O)=O)C([O-])=CC=1.[Mg+2].C([O-])(=O)C1C(=CC=CC=1)O.C([O-])(=O)C1C(=CC=CC=1)O.C([O-])(=O)C1C(=CC=CC=1)O.[Mg+2].OCC[N+](C)(C)C. (6) Given the product [CH3:26][C:25]1([CH3:27])[C:28]([CH3:30])([CH3:29])[O:23][B:21]([C:2]2[CH:20]=[CH:19][C:5]([O:6][C:7]3[CH:14]=[CH:13][C:10]([C:11]#[N:12])=[C:9]([C:15]([F:18])([F:17])[F:16])[CH:8]=3)=[CH:4][CH:3]=2)[O:22]1, predict the reactants needed to synthesize it. The reactants are: I[C:2]1[CH:20]=[CH:19][C:5]([O:6][C:7]2[CH:14]=[CH:13][C:10]([C:11]#[N:12])=[C:9]([C:15]([F:18])([F:17])[F:16])[CH:8]=2)=[CH:4][CH:3]=1.[BH:21]([OH:23])[OH:22].O[C:25]([C:28](O)([CH3:30])[CH3:29])([CH3:27])[CH3:26].OC(C(O)(C)C)(C)C.CC([O-])=O.[K+]. (7) Given the product [CH3:1][O:2][C:3]1[C:4]([CH2:19][NH2:20])=[CH:5][C:6]([C:9]2[CH:14]=[N:13][C:12]([C:15]([F:18])([F:17])[F:16])=[N:11][CH:10]=2)=[N:7][CH:8]=1, predict the reactants needed to synthesize it. The reactants are: [CH3:1][O:2][C:3]1[C:4]([CH2:19][NH:20]C(C2C=CC=CC=2C(O)=O)=O)=[CH:5][C:6]([C:9]2[CH:10]=[N:11][C:12]([C:15]([F:18])([F:17])[F:16])=[N:13][CH:14]=2)=[N:7][CH:8]=1.NN.O. (8) Given the product [CH3:1][C:2]1[CH:7]=[CH:6][CH:5]=[C:4]([CH3:8])[C:3]=1[C:9]1[CH:14]=[CH:13][C:12]([C:15]([N:33]2[C:34]3[CH:41]=[CH:40][CH:39]=[CH:38][C:35]=3[CH2:36][N:37]3[C:28]([C:26]([NH:25][CH2:24][C:20]4[CH:19]=[N:18][CH:23]=[CH:22][CH:21]=4)=[O:27])=[CH:29][CH:30]=[C:31]3[CH2:32]2)=[O:16])=[CH:11][CH:10]=1, predict the reactants needed to synthesize it. The reactants are: [CH3:1][C:2]1[CH:7]=[CH:6][CH:5]=[C:4]([CH3:8])[C:3]=1[C:9]1[CH:14]=[CH:13][C:12]([C:15](Cl)=[O:16])=[CH:11][CH:10]=1.[N:18]1[CH:23]=[CH:22][CH:21]=[C:20]([CH2:24][NH:25][C:26]([C:28]2[N:37]3[C:31]([CH2:32][NH:33][C:34]4[CH:41]=[CH:40][CH:39]=[CH:38][C:35]=4[CH2:36]3)=[CH:30][CH:29]=2)=[O:27])[CH:19]=1.C(N(CC)C(C)C)(C)C. (9) Given the product [CH3:10][C:11]1([CH3:13])[NH:4][C:3]([CH3:2])([C:7]([OH:8])=[O:15])[CH2:5][S:6]1, predict the reactants needed to synthesize it. The reactants are: Cl.[CH3:2][C@@:3]([C:7](N)=[O:8])([CH2:5][SH:6])[NH2:4].[CH3:10][C:11]([CH3:13])=O.C(=O)([O-])[O-:15].[Na+].[Na+].